From a dataset of Forward reaction prediction with 1.9M reactions from USPTO patents (1976-2016). Predict the product of the given reaction. (1) Given the reactants [Br:1][CH2:2][C:3]1[CH:10]=[CH:9][C:6]([C:7]#N)=[CH:5][C:4]=1[Cl:11].CC(C[AlH]CC(C)C)C.Cl.[OH2:22], predict the reaction product. The product is: [Br:1][CH2:2][C:3]1[CH:10]=[CH:9][C:6]([CH:7]=[O:22])=[CH:5][C:4]=1[Cl:11]. (2) Given the reactants [F:1][C:2]([F:7])([F:6])[C:3]([OH:5])=[O:4].[CH3:8][N:9]([CH3:30])[CH2:10][CH2:11][N:12]1[CH2:18][CH2:17][CH2:16][CH2:15][C:14]([CH2:27][CH3:28])([C:19]2[CH:24]=[CH:23][CH:22]=[C:21]([O:25]C)[CH:20]=2)[C:13]1=[O:29].B(Br)(Br)Br, predict the reaction product. The product is: [F:1][C:2]([F:7])([F:6])[C:3]([OH:5])=[O:4].[CH3:30][N:9]([CH3:8])[CH2:10][CH2:11][N:12]1[CH2:18][CH2:17][CH2:16][CH2:15][C:14]([CH2:27][CH3:28])([C:19]2[CH:24]=[CH:23][CH:22]=[C:21]([OH:25])[CH:20]=2)[C:13]1=[O:29]. (3) Given the reactants [C:1]([O:5][C:6]([N:8]1[CH2:13][CH2:12][CH:11]([OH:14])[CH2:10][CH2:9]1)=[O:7])([CH3:4])([CH3:3])[CH3:2].C(N(CC)CC)C.[CH3:22][S:23](Cl)(=[O:25])=[O:24].O, predict the reaction product. The product is: [C:1]([O:5][C:6]([N:8]1[CH2:13][CH2:12][CH:11]([O:14][S:23]([CH3:22])(=[O:25])=[O:24])[CH2:10][CH2:9]1)=[O:7])([CH3:4])([CH3:2])[CH3:3]. (4) Given the reactants [C:1]([C:4]1[CH:9]=[CH:8][C:7]([NH:10][S:11]([CH3:14])(=[O:13])=[O:12])=[CH:6][CH:5]=1)(=[O:3])[CH3:2].[C:15](=O)([O-])[O-].[K+].[K+].CI, predict the reaction product. The product is: [C:1]([C:4]1[CH:5]=[CH:6][C:7]([N:10]([CH3:15])[S:11]([CH3:14])(=[O:12])=[O:13])=[CH:8][CH:9]=1)(=[O:3])[CH3:2].